Dataset: Catalyst prediction with 721,799 reactions and 888 catalyst types from USPTO. Task: Predict which catalyst facilitates the given reaction. (1) Reactant: [CH:1]([C:3]1[O:7][C:6]([C:8]2[CH:16]=[CH:15][C:11]([C:12]([OH:14])=[O:13])=[CH:10][CH:9]=2)=[CH:5][CH:4]=1)=O.[CH3:17][C:18]1[CH:31]=[CH:30][C:21]([CH2:22][N:23]2[C:27](=[O:28])[CH2:26][S:25][C:24]2=[S:29])=[CH:20][CH:19]=1. Product: [CH3:17][C:18]1[CH:19]=[CH:20][C:21]([CH2:22][N:23]2[C:27](=[O:28])[C:26](=[CH:1][C:3]3[O:7][C:6]([C:8]4[CH:9]=[CH:10][C:11]([C:12]([OH:14])=[O:13])=[CH:15][CH:16]=4)=[CH:5][CH:4]=3)[S:25][C:24]2=[S:29])=[CH:30][CH:31]=1. The catalyst class is: 495. (2) Reactant: [OH-].[Na+].[CH3:3][N:4]([CH3:17])[C:5]([C:7]1[CH:8]=[C:9]([CH:14]=[CH:15][N:16]=1)[C:10]([O:12]C)=[O:11])=[O:6].Cl. Product: [CH3:3][N:4]([CH3:17])[C:5]([C:7]1[CH:8]=[C:9]([CH:14]=[CH:15][N:16]=1)[C:10]([OH:12])=[O:11])=[O:6]. The catalyst class is: 8. (3) Reactant: [Br:1][C:2]1[CH:3]=[C:4](B(O)O)[CH:5]=[N:6][CH:7]=1.Cl[C:12]1[C:21]([N:22]([CH:24]([CH3:26])[CH3:25])[CH3:23])=[N:20][C:19]2[C:14](=[CH:15][CH:16]=[C:17]([C:27]([O:29][CH3:30])=[O:28])[CH:18]=2)[N:13]=1.[O-]P([O-])([O-])=O.[K+].[K+].[K+]. Product: [Br:1][C:2]1[CH:3]=[C:4]([C:12]2[C:21]([N:22]([CH:24]([CH3:26])[CH3:25])[CH3:23])=[N:20][C:19]3[C:14](=[CH:15][CH:16]=[C:17]([C:27]([O:29][CH3:30])=[O:28])[CH:18]=3)[N:13]=2)[CH:5]=[N:6][CH:7]=1. The catalyst class is: 70. (4) Reactant: [CH2:1]([N:8]1[CH2:13][CH2:12][C@@H:11]([CH3:14])[C@@H:10]([NH:15][C:16]2[C:17]3[CH:28]=[CH:27][N:26]([CH2:29][O:30][CH2:31][CH2:32][Si:33]([CH3:36])([CH3:35])[CH3:34])[C:18]=3[N:19]=[CH:20][C:21]=2[CH:22]=[C:23](Br)[Br:24])[CH2:9]1)[C:2]1[CH:7]=[CH:6][CH:5]=[CH:4][CH:3]=1.CS(C)=O.C1CCN2C(=NCCC2)CC1.Cl. Product: [CH2:1]([N:8]1[CH2:13][CH2:12][C@@H:11]([CH3:14])[C@@H:10]([NH:15][C:16]2[C:17]3[CH:28]=[CH:27][N:26]([CH2:29][O:30][CH2:31][CH2:32][Si:33]([CH3:35])([CH3:34])[CH3:36])[C:18]=3[N:19]=[CH:20][C:21]=2[C:22]#[C:23][Br:24])[CH2:9]1)[C:2]1[CH:7]=[CH:6][CH:5]=[CH:4][CH:3]=1. The catalyst class is: 6. (5) Reactant: [C:1]([C@@H:5]1[CH2:10][CH2:9][C@H:8]([CH:11]([NH:21][C:22]([NH:24][C:25]2[CH:30]=[CH:29][C:28]([O:31][C:32]([F:35])([F:34])[F:33])=[CH:27][CH:26]=2)=[O:23])[C:12]2[CH:20]=[CH:19][C:15]([C:16](O)=[O:17])=[CH:14][CH:13]=2)[CH2:7][CH2:6]1)([CH3:4])([CH3:3])[CH3:2].ON1C2C=CC=CC=2N=N1.CN(C)CCCN=C=NCC.C(N(C(C)C)CC)(C)C.Cl.[CH2:67]([O:69][C:70](=[O:74])[CH2:71][CH2:72][NH2:73])[CH3:68]. Product: [CH2:67]([O:69][C:70](=[O:74])[CH2:71][CH2:72][NH:73][C:16](=[O:17])[C:15]1[CH:19]=[CH:20][C:12]([CH:11]([NH:21][C:22]([NH:24][C:25]2[CH:30]=[CH:29][C:28]([O:31][C:32]([F:34])([F:35])[F:33])=[CH:27][CH:26]=2)=[O:23])[C@H:8]2[CH2:9][CH2:10][C@@H:5]([C:1]([CH3:2])([CH3:3])[CH3:4])[CH2:6][CH2:7]2)=[CH:13][CH:14]=1)[CH3:68]. The catalyst class is: 384. (6) Reactant: [C:1]([C:3]1[CH:4]=[CH:5][C:6]([NH:22][C@H:23]([CH3:26])[CH2:24][OH:25])=[C:7]([CH:21]=1)[C:8]([NH:10][CH2:11][C:12]1[CH:20]=[CH:19][C:15]2[O:16][CH2:17][O:18][C:14]=2[CH:13]=1)=[O:9])#[N:2].[OH-:27].[Na+]. The catalyst class is: 8. Product: [C:1]([C:3]1[CH:4]=[CH:5][C:6]([NH:22][C@H:23]([CH3:26])[CH2:24][OH:25])=[C:7]([CH:21]=1)[C:8]([NH:10][CH2:11][C:12]1[CH:20]=[CH:19][C:15]2[O:16][CH2:17][O:18][C:14]=2[CH:13]=1)=[O:9])(=[O:27])[NH2:2]. (7) Reactant: [CH3:1][O:2][C:3](=[O:20])[CH:4]([CH3:19])[CH2:5][CH:6]1[CH2:11][CH2:10][N:9]([C:12]([O:14][C:15]([CH3:18])([CH3:17])[CH3:16])=[O:13])[CH2:8][CH2:7]1.[CH:21]([N-]C(C)C)(C)C.[Li+].CI.Cl. Product: [CH3:1][O:2][C:3](=[O:20])[C:4]([CH3:21])([CH3:19])[CH2:5][CH:6]1[CH2:11][CH2:10][N:9]([C:12]([O:14][C:15]([CH3:16])([CH3:18])[CH3:17])=[O:13])[CH2:8][CH2:7]1. The catalyst class is: 7.